From a dataset of Full USPTO retrosynthesis dataset with 1.9M reactions from patents (1976-2016). Predict the reactants needed to synthesize the given product. (1) Given the product [NH2:18][C:11]1[CH:12]=[C:13]([O:16][CH3:17])[CH:14]=[CH:15][C:10]=1[NH:9][C:7](=[O:8])[C:6]([NH:5][CH2:1][CH2:2][CH2:3][CH3:4])=[O:21], predict the reactants needed to synthesize it. The reactants are: [CH2:1]([NH:5][C:6](=[O:21])[C:7]([NH:9][C:10]1[CH:15]=[CH:14][C:13]([O:16][CH3:17])=[CH:12][C:11]=1[N+:18]([O-])=O)=[O:8])[CH2:2][CH2:3][CH3:4].CO. (2) Given the product [ClH:30].[CH:1]1([CH2:4][N:5]2[C:9]3[CH:10]=[CH:11][C:12]([S:14]([C:17]([CH3:22])([CH3:21])[C:18]([Cl:30])=[O:19])(=[O:16])=[O:15])=[CH:13][C:8]=3[N:7]=[C:6]2[CH2:23][C:24]([CH3:27])([CH3:26])[CH3:25])[CH2:3][CH2:2]1, predict the reactants needed to synthesize it. The reactants are: [CH:1]1([CH2:4][N:5]2[C:9]3[CH:10]=[CH:11][C:12]([S:14]([C:17]([CH3:22])([CH3:21])[C:18](O)=[O:19])(=[O:16])=[O:15])=[CH:13][C:8]=3[N:7]=[C:6]2[CH2:23][C:24]([CH3:27])([CH3:26])[CH3:25])[CH2:3][CH2:2]1.S(Cl)([Cl:30])=O. (3) Given the product [C:39]([C:38]1[CH:41]=[C:42]([C:2]2[S:6][C:5]([NH:7][CH2:8][C@@H:9]([NH:21][C:22](=[O:28])[O:23][C:24]([CH3:26])([CH3:25])[CH3:27])[CH2:10][C:11]3[CH:12]=[CH:13][C:14]([C:17]([F:18])([F:19])[F:20])=[CH:15][CH:16]=3)=[N:4][CH:3]=2)[CH:43]=[CH:44][C:37]=1[F:36])#[N:40], predict the reactants needed to synthesize it. The reactants are: Br[C:2]1[S:6][C:5]([N:7](C(OC(C)(C)C)=O)[CH2:8][C@@H:9]([NH:21][C:22](=[O:28])[O:23][C:24]([CH3:27])([CH3:26])[CH3:25])[CH2:10][C:11]2[CH:16]=[CH:15][C:14]([C:17]([F:20])([F:19])[F:18])=[CH:13][CH:12]=2)=[N:4][CH:3]=1.[F:36][C:37]1[CH:44]=[CH:43][C:42](B2OC(C)(C)C(C)(C)O2)=[CH:41][C:38]=1[C:39]#[N:40].C(=O)([O-])[O-].[Na+].[Na+].O. (4) Given the product [CH3:22][O:21][C:17]1[CH:16]=[C:15]([C:10]2[C:9](=[O:23])[N:27]([CH2:26][CH2:25][OH:24])[N:28]=[C:12]([CH2:8][C:3]3[CH:4]=[CH:5][CH:6]=[CH:7][C:2]=3[F:1])[C:11]=2[CH3:14])[CH:20]=[CH:19][CH:18]=1, predict the reactants needed to synthesize it. The reactants are: [F:1][C:2]1[CH:7]=[CH:6][CH:5]=[CH:4][C:3]=1[C:8]1[C:9](=[O:23])[C:10]([C:15]2[CH:20]=[CH:19][CH:18]=[C:17]([O:21][CH3:22])[CH:16]=2)=[C:11]([CH3:14])[C:12]=1O.[OH:24][CH2:25][CH2:26][NH:27][NH2:28].